From a dataset of Merck oncology drug combination screen with 23,052 pairs across 39 cell lines. Regression. Given two drug SMILES strings and cell line genomic features, predict the synergy score measuring deviation from expected non-interaction effect. Drug 1: CCC1=CC2CN(C1)Cc1c([nH]c3ccccc13)C(C(=O)OC)(c1cc3c(cc1OC)N(C)C1C(O)(C(=O)OC)C(OC(C)=O)C4(CC)C=CCN5CCC31C54)C2. Drug 2: COC1=C2CC(C)CC(OC)C(O)C(C)C=C(C)C(OC(N)=O)C(OC)C=CC=C(C)C(=O)NC(=CC1=O)C2=O. Cell line: COLO320DM. Synergy scores: synergy=-1.06.